Predict the reaction yield, written as a fraction of the theoretical maximum amount of product (1.0 means a 100% yield; for example, 0.34 means a 34% yield). From a dataset of Reaction yield outcomes from USPTO patents with 853,638 reactions. (1) The reactants are [F:1][CH:2]([F:36])[C:3]1[N:7]([C:8]2[N:13]=[C:12]([N:14]3[CH2:19][CH2:18][O:17][CH2:16][CH2:15]3)[N:11]=[C:10]([N:20]3[CH2:25][CH2:24][N:23]([C:26](=[O:29])[CH2:27][OH:28])[CH2:22][CH2:21]3)[N:9]=2)[C:6]2[CH:30]=[CH:31][CH:32]=[C:33]([O:34][CH3:35])[C:5]=2[N:4]=1.CCN(CC)CC.[CH3:44][S:45](Cl)(=[O:47])=[O:46]. The catalyst is C(Cl)Cl.O. The product is [CH3:44][S:45]([O:28][CH2:27][C:26]([N:23]1[CH2:24][CH2:25][N:20]([C:10]2[N:9]=[C:8]([N:7]3[C:6]4[CH:30]=[CH:31][CH:32]=[C:33]([O:34][CH3:35])[C:5]=4[N:4]=[C:3]3[CH:2]([F:1])[F:36])[N:13]=[C:12]([N:14]3[CH2:15][CH2:16][O:17][CH2:18][CH2:19]3)[N:11]=2)[CH2:21][CH2:22]1)=[O:29])(=[O:47])=[O:46]. The yield is 0.920. (2) The reactants are CC(C)([O-])C.[Na+].[F:7][C:8]([F:44])([F:43])[C:9]1[CH:10]=[C:11]([C@H:19]([O:21][C@@H:22]2[C@@H:27]([C:28]3[CH:33]=[CH:32][C:31]([F:34])=[CH:30][CH:29]=3)[C@H:26]([CH2:35][N:36]3[CH2:41][CH2:40][NH:39][CH2:38][C:37]3=[O:42])[CH2:25][CH2:24][O:23]2)[CH3:20])[CH:12]=[C:13]([C:15]([F:18])([F:17])[F:16])[CH:14]=1.Br[C:46]1[CH:47]=[N:48][CH:49]=[CH:50][CH:51]=1. The catalyst is C1(C)C=CC=CC=1.CCOCC.C1C=CC(/C=C/C(/C=C/C2C=CC=CC=2)=O)=CC=1.C1C=CC(/C=C/C(/C=C/C2C=CC=CC=2)=O)=CC=1.C1C=CC(/C=C/C(/C=C/C2C=CC=CC=2)=O)=CC=1.[Pd].[Pd].C1C=CC(P(C2C=CC3C(=CC=CC=3)C=2C2C3C(=CC=CC=3)C=CC=2P(C2C=CC=CC=2)C2C=CC=CC=2)C2C=CC=CC=2)=CC=1. The product is [F:18][C:15]([F:16])([F:17])[C:13]1[CH:12]=[C:11]([C@H:19]([O:21][C@@H:22]2[C@@H:27]([C:28]3[CH:29]=[CH:30][C:31]([F:34])=[CH:32][CH:33]=3)[C@H:26]([CH2:35][N:36]3[CH2:41][CH2:40][N:39]([C:46]4[CH:47]=[N:48][CH:49]=[CH:50][CH:51]=4)[CH2:38][C:37]3=[O:42])[CH2:25][CH2:24][O:23]2)[CH3:20])[CH:10]=[C:9]([C:8]([F:7])([F:43])[F:44])[CH:14]=1. The yield is 0.460. (3) The reactants are Cl[C:2]1[C:11]2[C:6](=CC=C(OC(F)(F)F)[CH:10]=2)[N:5]=[C:4]([N:17]2[CH2:23][C:22]3[CH:24]=[CH:25][CH:26]=[CH:27][C:21]=3[S:20](=[O:29])(=[O:28])[CH2:19][CH2:18]2)[CH:3]=1.C([N:32](CC)CC)C.[N:37]([C:40]1[CH:45]=[CH:44][CH:43]=[CH:42][CH:41]=1)=[C:38]=[O:39].O1[CH2:50][CH2:49][CH2:48][CH2:47]1. No catalyst specified. The product is [O:29]=[S:20]1(=[O:28])[C:21]2[CH:27]=[CH:26][CH:25]=[CH:24][C:22]=2[CH2:23][N:17]([C:4]2[CH:3]=[C:2]([NH:32][C:38]([NH:37][C:40]3[CH:45]=[CH:44][CH:43]=[CH:42][CH:41]=3)=[O:39])[C:50]3[C:6](=[CH:11][CH:10]=[C:48]([CH3:47])[CH:49]=3)[N:5]=2)[CH2:18][CH2:19]1. The yield is 0.0750. (4) The reactants are [C:1](=[O:20])([O:18][CH3:19])[O:2][C:3]1[CH:8]=[C:7]([N+:9]([O-])=O)[C:6]([Br:12])=[CH:5][C:4]=1[CH:13]1[CH2:17][CH2:16][CH2:15][CH2:14]1.[BH4-].[Na+].C(OCC)(=O)C.CCCCCC. The catalyst is CO.Cl[Ni]Cl. The product is [C:1](=[O:20])([O:18][CH3:19])[O:2][C:3]1[CH:8]=[C:7]([NH2:9])[C:6]([Br:12])=[CH:5][C:4]=1[CH:13]1[CH2:17][CH2:16][CH2:15][CH2:14]1. The yield is 0.540. (5) The reactants are [NH2:1][C:2]1[S:6][N:5]=[C:4]([CH3:7])[C:3]=1[C:8]([NH:10][C:11]1[CH:16]=[CH:15][C:14]([Cl:17])=[C:13]([F:18])[CH:12]=1)=[O:9].Cl[C:20]1[CH:29]=[N:28][C:27]2[C:22](=[CH:23][CH:24]=[C:25]([C:30]([F:33])([F:32])[F:31])[CH:26]=2)[N:21]=1.C(=O)([O-])[O-].[Cs+].[Cs+].CC1(C)C2C(=C(P(C3C=CC=CC=3)C3C=CC=CC=3)C=CC=2)OC2C(P(C3C=CC=CC=3)C3C=CC=CC=3)=CC=CC1=2. The catalyst is O1CCOCC1.CN(C=O)C.C([O-])(=O)C.[Pd+2].C([O-])(=O)C. The product is [Cl:17][C:14]1[CH:15]=[CH:16][C:11]([NH:10][C:8]([C:3]2[C:4]([CH3:7])=[N:5][S:6][C:2]=2[NH:1][C:20]2[CH:29]=[N:28][C:27]3[C:22](=[CH:23][CH:24]=[C:25]([C:30]([F:31])([F:32])[F:33])[CH:26]=3)[N:21]=2)=[O:9])=[CH:12][C:13]=1[F:18]. The yield is 0.0200. (6) The reactants are [S:1](Cl)(Cl)=[O:2].[OH:5][CH:6]([CH3:17])[CH:7]([NH:9][C:10](=[O:16])[O:11][C:12]([CH3:15])([CH3:14])[CH3:13])[CH3:8].N1C=CC=CC=1.C(OCC)(=O)C. The catalyst is C(#N)C.CN(C)C1C=CN=CC=1. The product is [CH3:8][CH:7]1[CH:6]([CH3:17])[O:5][S:1](=[O:2])[N:9]1[C:10]([O:11][C:12]([CH3:14])([CH3:13])[CH3:15])=[O:16]. The yield is 0.900. (7) The reactants are [Cl:1][C:2]1[CH:3]=[CH:4][C:5]([F:27])=[C:6]([C:8]2[N:9]=[C:10]([NH:17][C:18]3[C:23]([C:24]([OH:26])=O)=[CH:22][N:21]=[CH:20][CH:19]=3)[C:11]3[O:16][CH2:15][CH2:14][C:12]=3[N:13]=2)[CH:7]=1.[CH2:28]([N:30](CC)CC)C.CN.C1CN([P+](Br)(N2CCCC2)N2CCCC2)CC1.F[P-](F)(F)(F)(F)F. The catalyst is CN(C=O)C. The product is [Cl:1][C:2]1[CH:3]=[CH:4][C:5]([F:27])=[C:6]([C:8]2[N:9]=[C:10]([NH:17][C:18]3[C:23]([C:24]([NH:30][CH3:28])=[O:26])=[CH:22][N:21]=[CH:20][CH:19]=3)[C:11]3[O:16][CH2:15][CH2:14][C:12]=3[N:13]=2)[CH:7]=1. The yield is 0.260.